Regression. Given a peptide amino acid sequence and an MHC pseudo amino acid sequence, predict their binding affinity value. This is MHC class I binding data. From a dataset of Peptide-MHC class I binding affinity with 185,985 pairs from IEDB/IMGT. (1) The peptide sequence is RASHFRKLF. The MHC is HLA-A02:19 with pseudo-sequence HLA-A02:19. The binding affinity (normalized) is 0.0847. (2) The peptide sequence is VTMVSVLPL. The MHC is Mamu-A01 with pseudo-sequence Mamu-A01. The binding affinity (normalized) is 0.611. (3) The peptide sequence is SAYLISIFMH. The MHC is HLA-A03:01 with pseudo-sequence HLA-A03:01. The binding affinity (normalized) is 0.342. (4) The peptide sequence is RTVSVMFFI. The MHC is HLA-B27:03 with pseudo-sequence HLA-B27:03. The binding affinity (normalized) is 0.0847.